This data is from Forward reaction prediction with 1.9M reactions from USPTO patents (1976-2016). The task is: Predict the product of the given reaction. (1) Given the reactants C1(S([N:10]2[CH:14]=[CH:13][C:12]([C:15]([F:18])([F:17])[F:16])=[C:11]2[C:19]([O:21][CH3:22])=[O:20])(=O)=O)C=CC=CC=1.[F:23][C:24]([F:47])([C:29]1[CH:33]=[CH:32][N:31]([S:34]([C:37]2[CH:42]=[CH:41][CH:40]=[CH:39][CH:38]=2)(=[O:36])=[O:35])[C:30]=1[C:43]([O:45][CH3:46])=[O:44])[C:25]([F:28])([F:27])[F:26].O(C)[Na], predict the reaction product. The product is: [F:18][C:15]([F:16])([F:17])[C:12]1[CH:13]=[CH:14][NH:10][C:11]=1[C:19]([O:21][CH3:22])=[O:20].[F:47][C:24]([F:23])([C:29]1[CH:33]=[CH:32][N:31]([S:34]([C:37]2[CH:42]=[CH:41][CH:40]=[CH:39][CH:38]=2)(=[O:36])=[O:35])[C:30]=1[C:43]([O:45][CH3:46])=[O:44])[C:25]([F:28])([F:27])[F:26]. (2) Given the reactants [Br:1][C:2]1[CH:7]=[CH:6][CH:5]=[CH:4][C:3]=1[SH:8].F[C:10]1[CH:18]=[CH:17][C:13]([C:14]([OH:16])=[O:15])=[CH:12][C:11]=1[S:19]([OH:21])=[O:20].[OH-].[Na+], predict the reaction product. The product is: [Br:1][C:2]1[CH:7]=[CH:6][CH:5]=[CH:4][C:3]=1[S:8][C:10]1[CH:18]=[CH:17][C:13]([C:14]([OH:16])=[O:15])=[CH:12][C:11]=1[S:19]([OH:21])=[O:20]. (3) Given the reactants [N:1]1[C:10]2[C:5](=[CH:6][CH:7]=[C:8]([NH:11][C:12]([C:14]3[CH:23]=[CH:22][C:21]4[C:16](=[CH:17][CH:18]=[C:19](Br)[CH:20]=4)[CH:15]=3)=[O:13])[CH:9]=2)[CH:4]=[CH:3][CH:2]=1.[CH:25]([N:28]1[CH2:33][CH2:32][NH:31][CH2:30][CH2:29]1)([CH3:27])[CH3:26], predict the reaction product. The product is: [N:1]1[C:10]2[C:5](=[CH:6][CH:7]=[C:8]([NH:11][C:12]([C:14]3[CH:23]=[CH:22][C:21]4[C:16](=[CH:17][CH:18]=[C:19]([N:31]5[CH2:32][CH2:33][N:28]([CH:25]([CH3:27])[CH3:26])[CH2:29][CH2:30]5)[CH:20]=4)[CH:15]=3)=[O:13])[CH:9]=2)[CH:4]=[CH:3][CH:2]=1. (4) Given the reactants C(=O)([O-])[O-].[K+].[K+].[Cl:7][C:8]1[CH:9]=[C:10]([CH:20]=[CH:21][CH:22]=1)[CH2:11][O:12][C:13]1[CH:14]=[C:15]([OH:19])[CH:16]=[CH:17][CH:18]=1.C1OCCOCCOCCOCCOCCOC1.[CH2:41]([O:43][C:44]([C:46]1[C:47]2[S:55][CH:54]=[C:53]([CH2:56]Br)[C:48]=2[C:49]([Cl:52])=[N:50][CH:51]=1)=[O:45])[CH3:42], predict the reaction product. The product is: [CH2:41]([O:43][C:44]([C:46]1[C:47]2[S:55][CH:54]=[C:53]([CH2:56][O:19][C:15]3[CH:16]=[CH:17][CH:18]=[C:13]([O:12][CH2:11][C:10]4[CH:20]=[CH:21][CH:22]=[C:8]([Cl:7])[CH:9]=4)[CH:14]=3)[C:48]=2[C:49]([Cl:52])=[N:50][CH:51]=1)=[O:45])[CH3:42]. (5) Given the reactants [O:1]=[C:2]1[N:7]([C:8]2[CH:13]=[CH:12][CH:11]=[CH:10][CH:9]=2)[CH:6]=[C:5]([C:14](Cl)=[O:15])[CH:4]=[CH:3]1.[OH:17][CH:18]1[CH:23]2[CH2:24][CH2:25][N:20]([CH2:21][CH2:22]2)[CH2:19]1, predict the reaction product. The product is: [N:20]12[CH2:25][CH2:24][CH:23]([CH2:22][CH2:21]1)[CH:18]([O:17][C:14]([C:5]1[CH:4]=[CH:3][C:2](=[O:1])[N:7]([C:8]3[CH:13]=[CH:12][CH:11]=[CH:10][CH:9]=3)[CH:6]=1)=[O:15])[CH2:19]2. (6) The product is: [C:7]1([C:1]2[CH:2]=[CH:3][CH:4]=[CH:5][CH:6]=2)[CH:8]=[CH:9][C:10]([O:13][CH2:23][CH2:24][CH2:25][OH:20])=[CH:11][CH:12]=1. Given the reactants [C:1]1([C:7]2[CH:12]=[CH:11][C:10]([OH:13])=[CH:9][CH:8]=2)[CH:6]=[CH:5][CH:4]=[CH:3][CH:2]=1.CC(C)([O-])C.[K+].[O:20]1[CH2:25][CH2:24][CH2:23]OS1(=O)=O, predict the reaction product. (7) Given the reactants [CH2:1]([O:3][CH:4]([O:18][CH2:19][CH3:20])[CH2:5][N:6]1[C:10]([NH2:11])=[CH:9][C:8]([C:12]2[CH:13]=[N:14][CH:15]=[CH:16][CH:17]=2)=[N:7]1)[CH3:2].Br[C:22]1[CH:27]=[C:26]([N+:28]([O-:30])=[O:29])[CH:25]=[CH:24][C:23]=1[CH3:31].CC1(C)C2C(=C(P(C3C=CC=CC=3)C3C=CC=CC=3)C=CC=2)OC2C(P(C3C=CC=CC=3)C3C=CC=CC=3)=CC=CC1=2.C(=O)([O-])[O-].[Cs+].[Cs+], predict the reaction product. The product is: [CH2:1]([O:3][CH:4]([O:18][CH2:19][CH3:20])[CH2:5][N:6]1[C:10]([NH:11][C:22]2[CH:27]=[C:26]([N+:28]([O-:30])=[O:29])[CH:25]=[CH:24][C:23]=2[CH3:31])=[CH:9][C:8]([C:12]2[CH:13]=[N:14][CH:15]=[CH:16][CH:17]=2)=[N:7]1)[CH3:2].